This data is from Full USPTO retrosynthesis dataset with 1.9M reactions from patents (1976-2016). The task is: Predict the reactants needed to synthesize the given product. (1) Given the product [CH3:3][N:4]1[C:8]([C:9]([F:14])([F:15])[C:10]([F:11])([F:12])[F:13])=[N:7][N:6]=[C:5]1[S:16][C:20]1[CH:21]=[CH:22][C:23]([N+:27]([O-:29])=[O:28])=[C:24]([CH3:26])[CH:25]=1, predict the reactants needed to synthesize it. The reactants are: [H-].[Na+].[CH3:3][N:4]1[C:8]([C:9]([F:15])([F:14])[C:10]([F:13])([F:12])[F:11])=[N:7][N:6]=[C:5]1[SH:16].[H][H].F[C:20]1[CH:21]=[CH:22][C:23]([N+:27]([O-:29])=[O:28])=[C:24]([CH3:26])[CH:25]=1. (2) Given the product [OH:3][NH:2][C:24](=[NH:25])[C:23]1[CH:22]=[CH:21][C:20]([C:18]2[N:19]=[C:14]3[CH:13]=[CH:12][C:11]([I:10])=[CH:16][N:15]3[CH:17]=2)=[CH:27][CH:26]=1, predict the reactants needed to synthesize it. The reactants are: Cl.[NH2:2][OH:3].C(=O)([O-])[O-].[K+].[K+].[I:10][C:11]1[CH:12]=[CH:13][C:14]2[N:15]([CH:17]=[C:18]([C:20]3[CH:27]=[CH:26][C:23]([C:24]#[N:25])=[CH:22][CH:21]=3)[N:19]=2)[CH:16]=1. (3) Given the product [NH2:8][CH2:7][CH:6]([CH2:16][C:17]1[CH:18]=[CH:19][C:20]([O:23][CH2:24][CH2:25][O:26][C:27]2[C:32]([Cl:33])=[CH:31][C:30]([CH3:34])=[CH:29][C:28]=2[Cl:35])=[CH:21][CH:22]=1)[C:5]([N:4]([CH:1]1[CH2:2][CH2:3]1)[CH2:37][C:38]1[CH:43]=[C:42]([O:44][CH2:45][CH2:46][C:47]2[CH:52]=[CH:51][CH:50]=[CH:49][N:48]=2)[CH:41]=[C:40]([CH2:53][CH2:54][CH2:55][O:56][CH3:57])[CH:39]=1)=[O:36], predict the reactants needed to synthesize it. The reactants are: [CH:1]1([N:4]([CH2:37][C:38]2[CH:43]=[C:42]([O:44][CH2:45][CH2:46][C:47]3[CH:52]=[CH:51][CH:50]=[CH:49][N:48]=3)[CH:41]=[C:40]([CH2:53][CH2:54][CH2:55][O:56][CH3:57])[CH:39]=2)[C:5](=[O:36])[CH:6]([CH2:16][C:17]2[CH:22]=[CH:21][C:20]([O:23][CH2:24][CH2:25][O:26][C:27]3[C:32]([Cl:33])=[CH:31][C:30]([CH3:34])=[CH:29][C:28]=3[Cl:35])=[CH:19][CH:18]=2)[CH2:7][NH:8]C(=O)OC(C)(C)C)[CH2:3][CH2:2]1.Cl. (4) The reactants are: [CH2:1]([C@H:4]([CH2:8][CH2:9][CH2:10][CH2:11][CH2:12][CH3:13])[C:5]([OH:7])=[O:6])[CH2:2][CH3:3].C(N(CC)CC)C.Br[CH2:22][C:23]([C:25]1[CH:30]=[CH:29][CH:28]=[CH:27][CH:26]=1)=[O:24].CC#N.O. Given the product [CH2:1]([C@H:4]([CH2:8][CH2:9][CH2:10][CH2:11][CH2:12][CH3:13])[C:5]([O:7][CH2:22][C:23](=[O:24])[C:25]1[CH:30]=[CH:29][CH:28]=[CH:27][CH:26]=1)=[O:6])[CH2:2][CH3:3], predict the reactants needed to synthesize it. (5) Given the product [Cl:29][C:27]1[CH:26]=[CH:25][C:23]2=[N:24][N:20]([CH2:19][C:16]([NH:15][C:8](=[O:9])[C:7]3[CH:11]=[CH:12][C:4]([O:3][C:2]([F:14])([F:13])[F:1])=[CH:5][CH:6]=3)([C:17]#[N:18])[CH3:30])[N:21]=[C:22]2[CH:28]=1, predict the reactants needed to synthesize it. The reactants are: [F:1][C:2]([F:14])([F:13])[O:3][C:4]1[CH:12]=[CH:11][C:7]([C:8](Cl)=[O:9])=[CH:6][CH:5]=1.[NH2:15][C:16]([CH3:30])([CH2:19][N:20]1[N:24]=[C:23]2[CH:25]=[CH:26][C:27]([Cl:29])=[CH:28][C:22]2=[N:21]1)[C:17]#[N:18].